The task is: Predict the product of the given reaction.. This data is from Forward reaction prediction with 1.9M reactions from USPTO patents (1976-2016). Given the reactants Cl[C:2]1[CH:7]=[CH:6][N:5]=[C:4]([NH2:8])[CH:3]=1.[CH3:9][O-:10].[Na+], predict the reaction product. The product is: [CH3:9][O:10][C:2]1[CH:7]=[CH:6][N:5]=[C:4]([NH2:8])[CH:3]=1.